This data is from Reaction yield outcomes from USPTO patents with 853,638 reactions. The task is: Predict the reaction yield, written as a fraction of the theoretical maximum amount of product (1.0 means a 100% yield; for example, 0.34 means a 34% yield). (1) The reactants are [N:1]1[CH:6]=[CH:5][C:4]([C:7]2[C:16]3[C:11](=[CH:12][CH:13]=[C:14]([C:17]4[CH:18]=[C:19]([NH2:23])[CH:20]=[N:21][CH:22]=4)[CH:15]=3)[N:10]=[CH:9][CH:8]=2)=[CH:3][CH:2]=1.[F:24][C:25]1[CH:30]=[C:29]([F:31])[CH:28]=[CH:27][C:26]=1[S:32](Cl)(=[O:34])=[O:33]. The catalyst is N1C=CC=CC=1. The product is [F:24][C:25]1[CH:30]=[C:29]([F:31])[CH:28]=[CH:27][C:26]=1[S:32]([NH:23][C:19]1[CH:20]=[N:21][CH:22]=[C:17]([C:14]2[CH:15]=[C:16]3[C:11](=[CH:12][CH:13]=2)[N:10]=[CH:9][CH:8]=[C:7]3[C:4]2[CH:3]=[CH:2][N:1]=[CH:6][CH:5]=2)[CH:18]=1)(=[O:34])=[O:33]. The yield is 0.480. (2) The reactants are O[CH2:2][C:3]1[CH:12]=[N:11][C:10]2[N:9]3[CH2:13][CH2:14][S:15][CH2:16][C@H:8]3[C:7](=[O:17])[NH:6][C:5]=2[CH:4]=1.[I-].C(C[P+](C)(C)C)#N.Cl.[Cl:27][C:28]1[CH:29]=[C:30]([CH:35]=[CH:36][C:37]=1[N:38]1[CH2:43][CH2:42][NH:41][CH2:40][CH2:39]1)[C:31]([NH:33][CH3:34])=[O:32].CCN(C(C)C)C(C)C. The catalyst is C(#N)CC.CS(C)=O. The product is [Cl:27][C:28]1[CH:29]=[C:30]([CH:35]=[CH:36][C:37]=1[N:38]1[CH2:39][CH2:40][N:41]([CH2:2][C:3]2[CH:12]=[N:11][C:10]3[N:9]4[CH2:13][CH2:14][S:15][CH2:16][C@H:8]4[C:7](=[O:17])[NH:6][C:5]=3[CH:4]=2)[CH2:42][CH2:43]1)[C:31]([NH:33][CH3:34])=[O:32]. The yield is 0.110. (3) The reactants are [NH2:1][OH:2].[NH:3]1[C:11]2[C:6](=[C:7]([C:12]3[N:13]=[C:14]([N:38]4[CH2:43][CH2:42][O:41][CH2:40][CH2:39]4)[C:15]4[S:20][C:19]([CH2:21][N:22]([C:31]([O:33][C:34]([CH3:37])([CH3:36])[CH3:35])=[O:32])[CH2:23][CH2:24][CH2:25][C:26](OCC)=[O:27])=[CH:18][C:16]=4[N:17]=3)[CH:8]=[CH:9][CH:10]=2)[CH:5]=[N:4]1. No catalyst specified. The product is [C:34]([O:33][C:31](=[O:32])[N:22]([CH2:21][C:19]1[S:20][C:15]2[C:14]([N:38]3[CH2:39][CH2:40][O:41][CH2:42][CH2:43]3)=[N:13][C:12]([C:7]3[CH:8]=[CH:9][CH:10]=[C:11]4[C:6]=3[CH:5]=[N:4][NH:3]4)=[N:17][C:16]=2[CH:18]=1)[CH2:23][CH2:24][CH2:25][C:26]([NH:1][OH:2])=[O:27])([CH3:36])([CH3:35])[CH3:37]. The yield is 0.910. (4) The reactants are [O:1]=[C:2]1[CH2:6][S:5][C:4](=[S:7])[N:3]1[CH2:8][CH2:9][C:10]([OH:12])=[O:11].[CH3:13][O:14][C:15]1[CH:22]=[CH:21][C:20]([O:23][CH3:24])=[CH:19][C:16]=1[CH:17]=O.N1CCCCC1. The catalyst is C(O)C. The product is [CH3:13][O:14][C:15]1[CH:22]=[CH:21][C:20]([O:23][CH3:24])=[CH:19][C:16]=1/[CH:17]=[C:6]1/[C:2](=[O:1])[N:3]([CH2:8][CH2:9][C:10]([OH:12])=[O:11])[C:4](=[S:7])[S:5]/1. The yield is 0.850. (5) The reactants are BrC1C=CC(NC(=O)C2C=CC(OC)=CC=2)=CC=1.[Br:19][C:20]1[CH:25]=[CH:24][C:23]([NH:26][C:27](=[S:36])[C:28]2[CH:33]=[CH:32][C:31]([O:34]C)=[CH:30][CH:29]=2)=[CH:22][CH:21]=1.COC1C=CC(P2(SP(C3C=CC(OC)=CC=3)(=S)S2)=S)=CC=1.BrC1C=CC(NC(=S)C2C=CC(OC)=CC=2)=CC=1.BrC1C=CC2N=C(C3C=CC(OC)=CC=3)SC=2C=1.[OH-].[Na+]. The catalyst is ClC1C=CC=CC=1.O.[Fe-3](C#N)(C#N)(C#N)(C#N)(C#N)C#N.[K+].[K+].[K+].C(O)C. The product is [Br:19][C:20]1[CH:25]=[CH:24][C:23]2[N:26]=[C:27]([C:28]3[CH:33]=[CH:32][C:31]([OH:34])=[CH:30][CH:29]=3)[S:36][C:22]=2[CH:21]=1. The yield is 0.930. (6) The reactants are Cl.Cl.[CH2:3]([C:5]1[N:9]([C:10]2[N:18]=[C:17]3[C:13]([N:14]=[C:15]([C:20]4([OH:26])[CH2:25][CH2:24][CH2:23][NH:22][CH2:21]4)[N:16]3[CH3:19])=[C:12]([N:27]3[CH2:32][CH2:31][O:30][CH2:29][CH2:28]3)[N:11]=2)[C:8]2[CH:33]=[CH:34][CH:35]=[CH:36][C:7]=2[N:6]=1)[CH3:4].CCN(C(C)C)C(C)C.[CH3:46][S:47](Cl)(=[O:49])=[O:48]. The catalyst is C1COCC1. The product is [CH2:3]([C:5]1[N:9]([C:10]2[N:18]=[C:17]3[C:13]([N:14]=[C:15]([C:20]4([OH:26])[CH2:25][CH2:24][CH2:23][N:22]([S:47]([CH3:46])(=[O:49])=[O:48])[CH2:21]4)[N:16]3[CH3:19])=[C:12]([N:27]3[CH2:28][CH2:29][O:30][CH2:31][CH2:32]3)[N:11]=2)[C:8]2[CH:33]=[CH:34][CH:35]=[CH:36][C:7]=2[N:6]=1)[CH3:4]. The yield is 0.440.